From a dataset of Catalyst prediction with 721,799 reactions and 888 catalyst types from USPTO. Predict which catalyst facilitates the given reaction. (1) Reactant: [CH2:1]([O:8][C:9](=[O:28])[C@@H:10]([N:13]([CH2:21][C:22]1[CH:27]=[CH:26][CH:25]=[CH:24][CH:23]=1)[CH2:14][C:15]1[CH:20]=[CH:19][CH:18]=[CH:17][CH:16]=1)[CH2:11][OH:12])[C:2]1[CH:7]=[CH:6][CH:5]=[CH:4][CH:3]=1.S([O-])([O-])(=O)=O.[Na+].[Na+].[F:36][C:37]([F:45])(S(F)(=O)=O)C(O)=O. Product: [CH2:1]([O:8][C:9](=[O:28])[C@@H:10]([N:13]([CH2:21][C:22]1[CH:27]=[CH:26][CH:25]=[CH:24][CH:23]=1)[CH2:14][C:15]1[CH:16]=[CH:17][CH:18]=[CH:19][CH:20]=1)[CH2:11][O:12][CH:37]([F:45])[F:36])[C:2]1[CH:3]=[CH:4][CH:5]=[CH:6][CH:7]=1. The catalyst class is: 10. (2) Reactant: [C-]#N.[Na+].[N:4]12CCN(CC1)C[CH2:5]2.[CH3:12][O:13][C:14]1[CH:36]=[CH:35][C:17]([CH2:18][NH:19][C:20]([C:22]2[C:23]([NH:29][CH2:30][C:31]([CH3:34])([CH3:33])[CH3:32])=[N:24][C:25](Cl)=[N:26][CH:27]=2)=[O:21])=[CH:16][CH:15]=1. Product: [CH3:12][O:13][C:14]1[CH:36]=[CH:35][C:17]([CH2:18][NH:19][C:20]([C:22]2[C:23]([NH:29][CH2:30][C:31]([CH3:34])([CH3:33])[CH3:32])=[N:24][C:25]([C:5]#[N:4])=[N:26][CH:27]=2)=[O:21])=[CH:16][CH:15]=1. The catalyst class is: 374. (3) Reactant: C(O)(=O)C.O.[CH2:6]([NH:8][C:9]1[C:14]([N+:15]([O-])=O)=[CH:13][C:12]([C:18]([F:21])([F:20])[F:19])=[CH:11][N:10]=1)[CH3:7]. Product: [CH2:6]([NH:8][C:9]1[C:14]([NH2:15])=[CH:13][C:12]([C:18]([F:21])([F:19])[F:20])=[CH:11][N:10]=1)[CH3:7]. The catalyst class is: 679.